Dataset: Full USPTO retrosynthesis dataset with 1.9M reactions from patents (1976-2016). Task: Predict the reactants needed to synthesize the given product. Given the product [OH:32][C:33]1[C:34]([C:59]([O:61][CH3:62])=[O:60])=[C:35]([CH:56]=[CH:57][CH:58]=1)[O:36][CH2:37][CH2:38][NH:39][C:40]1[CH:41]=[C:42]([C:46]2[O:50][N:49]=[C:48]([C:51]([OH:53])=[O:52])[CH:47]=2)[CH:43]=[CH:44][CH:45]=1, predict the reactants needed to synthesize it. The reactants are: OC1C(C(OC)=O)=C(C=CC=1)OC/C=C/C1C=C(C2ON=C(C(OCC)=O)C=2)C=CC=1.[OH:32][C:33]1[C:34]([C:59]([O:61][CH3:62])=[O:60])=[C:35]([CH:56]=[CH:57][CH:58]=1)[O:36][CH2:37][CH2:38][NH:39][C:40]1[CH:41]=[C:42]([C:46]2[O:50][N:49]=[C:48]([C:51]([O:53]CC)=[O:52])[CH:47]=2)[CH:43]=[CH:44][CH:45]=1.